From a dataset of Forward reaction prediction with 1.9M reactions from USPTO patents (1976-2016). Predict the product of the given reaction. (1) The product is: [Cl:9][C:8]1[N:1]=[C:2]([Cl:3])[N:4]=[C:5]([NH:18][O:17][C:14]2[CH:15]=[CH:16][C:11]([F:10])=[CH:12][CH:13]=2)[N:7]=1. Given the reactants [N:1]1[C:8]([Cl:9])=[N:7][C:5](Cl)=[N:4][C:2]=1[Cl:3].[F:10][C:11]1[CH:16]=[CH:15][C:14]([O:17][NH2:18])=[CH:13][CH:12]=1.O, predict the reaction product. (2) Given the reactants [O:1]1[CH:6]=[CH:5][CH2:4][CH2:3][CH:2]1[CH2:7][OH:8].[H-].[Na+].[CH2:11](Br)[C:12]1[CH:17]=[CH:16][CH:15]=[CH:14][CH:13]=1.[Cl-].[NH4+], predict the reaction product. The product is: [CH2:11]([O:8][CH2:7][CH:2]1[CH2:3][CH2:4][CH:5]=[CH:6][O:1]1)[C:12]1[CH:17]=[CH:16][CH:15]=[CH:14][CH:13]=1. (3) Given the reactants [Cl:1][C:2]1[N:7]=[CH:6][C:5]([NH:8]C(=O)OC(C)(C)C)=[C:4]([C:16]#[C:17][CH:18]2[CH2:21][CH2:20][CH2:19]2)[CH:3]=1.CC([O-])(C)C.[K+], predict the reaction product. The product is: [Cl:1][C:2]1[CH:3]=[C:4]2[CH:16]=[C:17]([CH:18]3[CH2:21][CH2:20][CH2:19]3)[NH:8][C:5]2=[CH:6][N:7]=1. (4) Given the reactants [CH2:1]([N:3]1[C:12]2[C:7](=[N:8][CH:9]=[C:10]([CH2:13][C:14]3[CH:19]=[CH:18][C:17]([F:20])=[CH:16][CH:15]=3)[CH:11]=2)[C:6]([OH:21])=[C:5]([C:22](OCC)=[O:23])[C:4]1=[O:27])[CH3:2].[NH2:28][CH2:29][CH2:30][NH:31][C:32](=[O:34])[CH3:33], predict the reaction product. The product is: [C:32]([NH:31][CH2:30][CH2:29][NH:28][C:22]([C:5]1[C:4](=[O:27])[N:3]([CH2:1][CH3:2])[C:12]2[C:7]([C:6]=1[OH:21])=[N:8][CH:9]=[C:10]([CH2:13][C:14]1[CH:15]=[CH:16][C:17]([F:20])=[CH:18][CH:19]=1)[CH:11]=2)=[O:23])(=[O:34])[CH3:33]. (5) Given the reactants CO[C:3]1[CH:15]=[C:14]([O:16][CH3:17])[CH:13]=[CH:12][C:4]=1[CH2:5][NH:6][C:7]1S[N:10]=[CH:9][N:8]=1.S1C(N)=NC=N1.N1C=[CH:28][C:27](N)=NC=1, predict the reaction product. The product is: [CH3:17][O:16][C:14]1[CH:13]=[CH:12][C:4]([CH2:5][NH:6][C:7]2[CH:28]=[CH:27][N:10]=[CH:9][N:8]=2)=[CH:3][CH:15]=1. (6) Given the reactants [Cl:1][C:2]1[CH:7]=[CH:6][C:5]([F:8])=[C:4]([CH:9]([O:11][C:12]2[CH:17]=[CH:16][C:15]([N+:18]([O-])=O)=[CH:14][C:13]=2[F:21])[CH3:10])[C:3]=1[Cl:22], predict the reaction product. The product is: [Cl:22][C:3]1[C:2]([Cl:1])=[CH:7][CH:6]=[C:5]([F:8])[C:4]=1[CH:9]([O:11][C:12]1[CH:17]=[CH:16][C:15]([NH2:18])=[CH:14][C:13]=1[F:21])[CH3:10]. (7) Given the reactants [C:1]([N:3]=[C:4](OC1C=CC=CC=1)[NH:5][C:6]1[CH:11]=[CH:10][C:9]([S:12]([NH2:15])(=O)=[O:13])=[CH:8][CH:7]=1)#[N:2].[OH2:23].[NH2:24][NH2:25], predict the reaction product. The product is: [NH2:2][C:1]1[NH:25][N:24]=[C:4]([NH:5][C:6]2[CH:7]=[CH:8][C:9]([S:12]([NH2:15])(=[O:13])=[O:23])=[CH:10][CH:11]=2)[N:3]=1. (8) Given the reactants [CH3:1][S:2]([CH:4]([C:6]1[CH:7]=[CH:8][C:9]([C:12]([F:15])([F:14])[F:13])=[N:10][CH:11]=1)[CH3:5])=O.[N:16]#[C:17][NH2:18].C(O)(=O)C.C(O)(=O)C.IC1C=CC=CC=1, predict the reaction product. The product is: [CH3:1][S:2](=[N:18][C:17]#[N:16])[CH:4]([C:6]1[CH:11]=[N:10][C:9]([C:12]([F:15])([F:14])[F:13])=[CH:8][CH:7]=1)[CH3:5]. (9) Given the reactants [P:1]([O:23][CH3:24])([O:21][CH3:22])([O:3][C:4](=[C:16]1[CH2:20][CH2:19][CH2:18][CH2:17]1)[C:5]1[C:13]2[C:8](=[CH:9][C:10]([O:14][CH3:15])=[CH:11][CH:12]=2)[NH:7][N:6]=1)=[O:2].Br[CH2:26][C:27](=[O:32])[C:28]([CH3:31])([CH3:30])[CH3:29], predict the reaction product. The product is: [P:1]([O:23][CH3:24])([O:21][CH3:22])([O:3][C:4](=[C:16]1[CH2:20][CH2:19][CH2:18][CH2:17]1)[C:5]1[C:13]2[C:8](=[CH:9][C:10]([O:14][CH3:15])=[CH:11][CH:12]=2)[N:7]([CH2:26][C:27](=[O:32])[C:28]([CH3:31])([CH3:30])[CH3:29])[N:6]=1)=[O:2]. (10) Given the reactants [C:1](#[N:4])[CH2:2]O.[C:5]([O:9][C:10](=[O:15])[NH:11][CH2:12][CH2:13][NH2:14])([CH3:8])([CH3:7])[CH3:6], predict the reaction product. The product is: [C:5]([O:9][C:10](=[O:15])[NH:11][CH2:12][CH2:13][NH:14][CH2:2][C:1]#[N:4])([CH3:8])([CH3:6])[CH3:7].